This data is from Catalyst prediction with 721,799 reactions and 888 catalyst types from USPTO. The task is: Predict which catalyst facilitates the given reaction. (1) Reactant: Br[C:2]1[CH:3]=[CH:4][C:5]([F:11])=[C:6]([CH2:8][CH2:9][NH2:10])[CH:7]=1.[Sn:12]([Sn:12]([CH3:15])([CH3:14])[CH3:13])([CH3:15])([CH3:14])[CH3:13]. Product: [NH2:10][CH2:9][CH2:8][C:6]1[CH:7]=[C:2]([Sn:12]([CH3:15])([CH3:14])[CH3:13])[CH:3]=[CH:4][C:5]=1[F:11]. The catalyst class is: 109. (2) Reactant: [F:1][C:2]1[CH:3]=[C:4]2[C:23](=[N:24][CH:25]=1)[O:22][CH2:21][C@H:20]([OH:26])[CH2:19][NH:18][C:17](=[O:27])[C:16]1=[C:28]3[N:29]=[C:10]([CH:11]=[CH:12][N:13]3[N:14]=[CH:15]1)[N:9]1[C@@H:5]2[CH2:6][CH2:7][CH2:8]1. Product: [F:1][C:2]1[CH:3]=[C:4]2[C:23](=[O:22])[N:24]([CH:25]=1)[CH2:21][C@H:20]([OH:26])[CH2:19][NH:18][C:17](=[O:27])[C:16]1=[C:28]3[N:29]=[C:10]([CH:11]=[CH:12][N:13]3[N:14]=[CH:15]1)[N:9]1[C@@H:5]2[CH2:6][CH2:7][CH2:8]1. The catalyst class is: 47. (3) Reactant: FC(F)(F)C([NH:5][CH:6]([CH2:17][C:18](=[O:32])[N:19]1[CH2:24][CH2:23][N:22]2[C:25]([C:28]([F:31])([F:30])[F:29])=[N:26][N:27]=[C:21]2[CH2:20]1)[CH2:7][C:8]1[CH:13]=[C:12]([F:14])[C:11]([F:15])=[CH:10][C:9]=1[F:16])=O.O.[OH-].[Li+]. Product: [O:32]=[C:18]([N:19]1[CH2:24][CH2:23][N:22]2[C:25]([C:28]([F:31])([F:30])[F:29])=[N:26][N:27]=[C:21]2[CH2:20]1)[CH2:17][CH:6]([NH2:5])[CH2:7][C:8]1[CH:13]=[C:12]([F:14])[C:11]([F:15])=[CH:10][C:9]=1[F:16]. The catalyst class is: 24. (4) Reactant: [CH2:1]([O:8][C:9]1[CH:14]=[CH:13][N:12]([C:15]2[C:16]([F:29])=[CH:17][C:18]3[C:19]4[CH2:28][NH:27][CH2:26][CH2:25][C:20]=4[N:21]([CH3:24])[C:22]=3[CH:23]=2)[C:11](=[O:30])[CH:10]=1)[C:2]1[CH:7]=[CH:6][CH:5]=[CH:4][CH:3]=1.C=O.[BH-](OC(C)=O)(OC(C)=O)O[C:35](C)=O.[Na+]. Product: [CH2:1]([O:8][C:9]1[CH:14]=[CH:13][N:12]([C:15]2[C:16]([F:29])=[CH:17][C:18]3[C:19]4[CH2:28][N:27]([CH3:35])[CH2:26][CH2:25][C:20]=4[N:21]([CH3:24])[C:22]=3[CH:23]=2)[C:11](=[O:30])[CH:10]=1)[C:2]1[CH:7]=[CH:6][CH:5]=[CH:4][CH:3]=1. The catalyst class is: 411. (5) Reactant: [Li]CCCC.[CH3:6][N:7]1[CH:11]=[CH:10][N:9]=[CH:8]1.Cl[Si](CC)(CC)CC.[Cl:20][C:21]1[N:30]=[C:29]([C:31]2[CH:36]=[CH:35][CH:34]=[C:33]([Cl:37])[CH:32]=2)[C:28]2[C:23](=[CH:24][CH:25]=[C:26]([C:38]([C:40]3[CH:45]=[CH:44][C:43]([O:46][CH3:47])=[CH:42][CH:41]=3)=[O:39])[CH:27]=2)[N:22]=1. Product: [Cl:20][C:21]1[N:30]=[C:29]([C:31]2[CH:36]=[CH:35][CH:34]=[C:33]([Cl:37])[CH:32]=2)[C:28]2[C:23](=[CH:24][CH:25]=[C:26]([C:38]([C:40]3[CH:41]=[CH:42][C:43]([O:46][CH3:47])=[CH:44][CH:45]=3)([C:11]3[N:7]([CH3:6])[CH:8]=[N:9][CH:10]=3)[OH:39])[CH:27]=2)[N:22]=1. The catalyst class is: 387. (6) Reactant: [NH2:1][C:2]1[N:7]=[CH:6][C:5]([C:8]([N:10]2[C@@H:15]([CH3:16])[CH2:14][O:13][CH2:12][C@H:11]2[CH3:17])=[O:9])=[CH:4][CH:3]=1.Br[C:19]1[C:20](=[O:27])[N:21]([CH3:26])[CH:22]=[C:23]([Br:25])[CH:24]=1.CC1(C)C2C(=C(P(C3C=CC=CC=3)C3C=CC=CC=3)C=CC=2)OC2C(P(C3C=CC=CC=3)C3C=CC=CC=3)=CC=CC1=2.C([O-])([O-])=O.[Cs+].[Cs+]. Product: [Br:25][C:23]1[CH:24]=[C:19]([NH:1][C:2]2[CH:3]=[CH:4][C:5]([C:8]([N:10]3[C@@H:15]([CH3:16])[CH2:14][O:13][CH2:12][C@H:11]3[CH3:17])=[O:9])=[CH:6][N:7]=2)[C:20](=[O:27])[N:21]([CH3:26])[CH:22]=1. The catalyst class is: 102. (7) Reactant: O[C:2]1[C:7]([CH2:8][CH2:9][CH3:10])=[C:6]([OH:11])[CH:5]=[CH:4][C:3]=1[C:12](=[N:17][OH:18])[C:13]([F:16])([F:15])[F:14].C1C=CC(P(C2C=CC=CC=2)C2C=CC=CC=2)=CC=1.CCOC(/N=N/C(OCC)=O)=O.O. Product: [F:16][C:13]([F:14])([F:15])[C:12]1[C:3]2[CH:4]=[CH:5][C:6]([OH:11])=[C:7]([CH2:8][CH2:9][CH3:10])[C:2]=2[O:18][N:17]=1. The catalyst class is: 49. (8) Reactant: [C:1]([O:5][C:6]([N:8]1[CH2:20][C@@H:19]([CH3:21])[N:18]2[C@H:10]([CH2:11][C:12]3[C:17]2=[N:16][C:15]([CH:22]=[O:23])=[CH:14][CH:13]=3)[CH2:9]1)=[O:7])([CH3:4])([CH3:3])[CH3:2].[CH3:24][Mg]Br. Product: [C:1]([O:5][C:6]([N:8]1[CH2:20][C@@H:19]([CH3:21])[N:18]2[C@H:10]([CH2:11][C:12]3[C:17]2=[N:16][C:15]([CH:22]([OH:23])[CH3:24])=[CH:14][CH:13]=3)[CH2:9]1)=[O:7])([CH3:2])([CH3:4])[CH3:3]. The catalyst class is: 365.